Dataset: Catalyst prediction with 721,799 reactions and 888 catalyst types from USPTO. Task: Predict which catalyst facilitates the given reaction. (1) Product: [F:54][C:53]([F:56])([F:55])[C:51]([OH:57])=[O:52].[CH3:1][O:2][C:3](=[O:45])[CH2:4][NH:5][C:6](=[O:44])[C@H:7]([CH2:39][O:40][CH2:41][CH:42]=[CH2:43])[NH:8][C:9](=[O:38])[C@H:10]([CH:35]([CH3:36])[CH3:37])[NH:11][C:12](=[O:34])[C@H:13]([CH:31]([CH3:33])[CH3:32])[NH:14][C:15](=[O:30])[C@H:16]([CH2:25][O:26][CH2:27][CH:28]=[CH2:29])[NH2:17]. The catalyst class is: 2. Reactant: [CH3:1][O:2][C:3](=[O:45])[CH2:4][NH:5][C:6](=[O:44])[C@H:7]([CH2:39][O:40][CH2:41][CH:42]=[CH2:43])[NH:8][C:9](=[O:38])[C@H:10]([CH:35]([CH3:37])[CH3:36])[NH:11][C:12](=[O:34])[C@H:13]([CH:31]([CH3:33])[CH3:32])[NH:14][C:15](=[O:30])[C@H:16]([CH2:25][O:26][CH2:27][CH:28]=[CH2:29])[NH:17]C(OC(C)(C)C)=O.CCOCC.[C:51]([OH:57])([C:53]([F:56])([F:55])[F:54])=[O:52]. (2) Reactant: Cl[C:2]1[C:7]([Cl:8])=[CH:6][C:5]([N+:9]([O-:11])=[O:10])=[CH:4][N:3]=1.[I-:12].[Na+]. Product: [Cl:8][C:7]1[C:2]([I:12])=[N:3][CH:4]=[C:5]([N+:9]([O-:11])=[O:10])[CH:6]=1. The catalyst class is: 86. (3) The catalyst class is: 1. Reactant: CCOC(/N=N/C(OCC)=O)=O.[OH:13][C:14]1[CH:15]=[CH:16][C:17]([N+:24]([O-:26])=[O:25])=[C:18]([CH:23]=1)[C:19]([O:21][CH3:22])=[O:20].C1(P(C2C=CC=CC=2)C2C=CC=CC=2)C=CC=CC=1.[S:46]1[CH:50]=[CH:49][CH:48]=[C:47]1[CH2:51]O. Product: [N+:24]([C:17]1[CH:16]=[CH:15][C:14]([O:13][CH2:51][C:47]2[S:46][CH:50]=[CH:49][CH:48]=2)=[CH:23][C:18]=1[C:19]([O:21][CH3:22])=[O:20])([O-:26])=[O:25]. (4) Reactant: Cl[C:2]1[C:11]2[C:6](=[C:7]([F:12])[CH:8]=[CH:9][CH:10]=2)[N:5]=[C:4]([C:13]2[CH:18]=[CH:17][CH:16]=[CH:15][N:14]=2)[C:3]=1[CH3:19].[O:20]1[CH2:25][CH2:24][N:23]([C:26]2[CH:32]=[CH:31][C:30]([N:33]3[CH2:38][CH2:37][O:36][CH2:35][CH2:34]3)=[CH:29][C:27]=2[NH2:28])[CH2:22][CH2:21]1.Cl.O1CCOCC1. Product: [N:23]1([C:26]2[CH:32]=[CH:31][C:30]([N:33]3[CH2:34][CH2:35][O:36][CH2:37][CH2:38]3)=[CH:29][C:27]=2[NH:28][C:2]2[C:11]3[C:6](=[C:7]([F:12])[CH:8]=[CH:9][CH:10]=3)[N:5]=[C:4]([C:13]3[CH:18]=[CH:17][CH:16]=[CH:15][N:14]=3)[C:3]=2[CH3:19])[CH2:24][CH2:25][O:20][CH2:21][CH2:22]1. The catalyst class is: 5. (5) Reactant: [Cl:1][C:2]1[CH:7]=[CH:6][CH:5]=[CH:4][C:3]=1[N:8]1[CH:12]([C:13]2[CH:18]=[CH:17][C:16]([C:19]3[CH2:20][CH2:21][N:22](C(OC(C)(C)C)=O)[CH2:23][CH:24]=3)=[CH:15][CH:14]=2)[CH2:11][C:10]([C:32]([F:38])([F:37])[C:33]([F:36])([F:35])[F:34])=[N:9]1.[F:39][C:40]([F:45])([F:44])[C:41]([OH:43])=[O:42]. Product: [F:39][C:40]([F:45])([F:44])[C:41]([OH:43])=[O:42].[Cl:1][C:2]1[CH:7]=[CH:6][CH:5]=[CH:4][C:3]=1[N:8]1[CH:12]([C:13]2[CH:14]=[CH:15][C:16]([C:19]3[CH2:20][CH2:21][NH:22][CH2:23][CH:24]=3)=[CH:17][CH:18]=2)[CH2:11][C:10]([C:32]([F:38])([F:37])[C:33]([F:34])([F:35])[F:36])=[N:9]1. The catalyst class is: 4.